This data is from Full USPTO retrosynthesis dataset with 1.9M reactions from patents (1976-2016). The task is: Predict the reactants needed to synthesize the given product. (1) Given the product [ClH:1].[CH3:2][C:3]1[S:4][C:5]2[C:14]3[CH:13]=[CH:12][CH:11]=[CH:10][C:9]=3[N:8]=[C:7]([NH2:15])[C:6]=2[N:16]=1, predict the reactants needed to synthesize it. The reactants are: [ClH:1].[CH3:2][C:3]1[S:4][C:5]2[C:14]3[CH:13]=[CH:12][CH:11]=[CH:10][C:9]=3[N:8]=[C:7]([NH2:15])[C:6]=2[N:16]=1.C(O)(C)C. (2) Given the product [C:1]([O:5][C:6]([N:8]1[CH2:9][CH2:10][N:11]([C:14]2[C:19]([CH2:20][O:21][C:22]3[CH:27]=[CH:26][CH:25]=[CH:24][C:23]=3[C:28]([F:31])([F:29])[F:30])=[CH:18][C:17]([Br:32])=[CH:16][C:15]=2[NH2:33])[CH2:12][CH2:13]1)=[O:7])([CH3:4])([CH3:2])[CH3:3], predict the reactants needed to synthesize it. The reactants are: [C:1]([O:5][C:6]([N:8]1[CH2:13][CH2:12][N:11]([C:14]2[C:19]([CH2:20][O:21][C:22]3[CH:27]=[CH:26][CH:25]=[CH:24][C:23]=3[C:28]([F:31])([F:30])[F:29])=[CH:18][C:17]([Br:32])=[CH:16][C:15]=2[N+:33]([O-])=O)[CH2:10][CH2:9]1)=[O:7])([CH3:4])([CH3:3])[CH3:2].[BH4-].[Na+]. (3) Given the product [CH3:1][O:2][C:3](=[O:29])/[CH:4]=[CH:5]/[C:6]1[CH:7]=[C:8]2[C:25](=[CH:26][CH:27]=1)[O:24][C:11]1([CH2:16][CH2:15][N:14]([CH2:17][C:31]3[CH:36]=[CH:35][CH:34]=[CH:33][CH:32]=3)[CH2:13][CH2:12]1)[CH2:10][C:9]2=[O:28], predict the reactants needed to synthesize it. The reactants are: [CH3:1][O:2][C:3](=[O:29])/[CH:4]=[CH:5]/[C:6]1[CH:7]=[C:8]2[C:25](=[CH:26][CH:27]=1)[O:24][C:11]1([CH2:16][CH2:15][N:14]([C:17](OC(C)(C)C)=O)[CH2:13][CH2:12]1)[CH2:10][C:9]2=[O:28].C(Br)[C:31]1[CH:36]=[CH:35][CH:34]=[CH:33][CH:32]=1. (4) Given the product [NH2:1][C:2]1[CH:7]=[CH:6][C:5]([O:8][C:16]2[CH:17]=[CH:18][C:13]([C:11](=[O:12])[CH3:10])=[CH:14][CH:15]=2)=[CH:4][C:3]=1[F:9], predict the reactants needed to synthesize it. The reactants are: [NH2:1][C:2]1[CH:7]=[CH:6][C:5]([OH:8])=[CH:4][C:3]=1[F:9].[CH3:10][C:11]([C:13]1[CH:18]=[CH:17][C:16](F)=[CH:15][CH:14]=1)=[O:12]. (5) Given the product [CH2:1]([N:8]([CH2:21][C:22]1[CH:23]=[CH:24][C:25]([O:26][C:27]2[CH:28]=[CH:29][C:30]([O:31][CH2:32][C:33]([NH:41][CH:42]3[CH2:47][CH2:46][O:45][C:43]3=[O:44])=[O:34])=[CH:36][CH:37]=2)=[CH:38][CH:39]=1)[C:9]1[CH:14]=[CH:13][CH:12]=[C:11]([NH:15][S:16]([CH3:19])(=[O:17])=[O:18])[C:10]=1[CH3:20])[C:2]1[CH:3]=[CH:4][CH:5]=[CH:6][CH:7]=1, predict the reactants needed to synthesize it. The reactants are: [CH2:1]([N:8]([CH2:21][C:22]1[CH:39]=[CH:38][C:25]([O:26][C:27]2[CH:37]=[CH:36][C:30]([O:31][CH2:32][C:33](O)=[O:34])=[CH:29][CH:28]=2)=[CH:24][CH:23]=1)[C:9]1[CH:14]=[CH:13][CH:12]=[C:11]([NH:15][S:16]([CH3:19])(=[O:18])=[O:17])[C:10]=1[CH3:20])[C:2]1[CH:7]=[CH:6][CH:5]=[CH:4][CH:3]=1.Br.[NH2:41][CH:42]1[CH2:47][CH2:46][O:45][C:43]1=[O:44]. (6) Given the product [O:45]=[C:43]1[C:42]2[C:41](=[CH:49][CH:48]=[CH:47][CH:46]=2)[C:40](=[O:50])[N:44]1[CH2:31][CH2:30][N:27]1[C:28]([CH3:29])=[C:24]([C:22]([NH:21][C:4]2[CH:5]=[CH:6][C:7]([O:8][C:9]3[C:18]4[C:13](=[CH:14][C:15]([O:19][CH3:20])=[CH:16][CH:17]=4)[N:12]=[CH:11][CH:10]=3)=[C:2]([F:1])[CH:3]=2)=[O:23])[C:25](=[O:39])[N:26]1[C:33]1[CH:34]=[CH:35][CH:36]=[CH:37][CH:38]=1, predict the reactants needed to synthesize it. The reactants are: [F:1][C:2]1[CH:3]=[C:4]([NH:21][C:22]([C:24]2[C:25](=[O:39])[N:26]([C:33]3[CH:38]=[CH:37][CH:36]=[CH:35][CH:34]=3)[N:27]([CH2:30][CH2:31]O)[C:28]=2[CH3:29])=[O:23])[CH:5]=[CH:6][C:7]=1[O:8][C:9]1[C:18]2[C:13](=[CH:14][C:15]([O:19][CH3:20])=[CH:16][CH:17]=2)[N:12]=[CH:11][CH:10]=1.[C:40]1(=[O:50])[NH:44][C:43](=[O:45])[C:42]2=[CH:46][CH:47]=[CH:48][CH:49]=[C:41]12.C1(P(C2C=CC=CC=2)C2C=CC=CC=2)C=CC=CC=1.N(C(OCC)=O)=NC(OCC)=O. (7) Given the product [CH3:1][N:2]([C:4]1[CH:9]=[CH:8][C:7]([C:10]([F:13])([F:12])[F:11])=[CH:6][C:5]=1[N+:14]([O-:16])=[O:15])[N:3]=[CH:20][C:19]1[CH:22]=[CH:23][C:24]([OH:26])=[CH:25][C:18]=1[OH:17], predict the reactants needed to synthesize it. The reactants are: [CH3:1][N:2]([C:4]1[CH:9]=[CH:8][C:7]([C:10]([F:13])([F:12])[F:11])=[CH:6][C:5]=1[N+:14]([O-:16])=[O:15])[NH2:3].[OH:17][C:18]1[CH:25]=[C:24]([OH:26])[CH:23]=[CH:22][C:19]=1[CH:20]=O. (8) Given the product [NH2:13][CH2:12][C:9]1[CH:10]=[CH:11][N:6]([C:3]2[CH:4]=[CH:5][O:1][CH:2]=2)[C:7](=[O:21])[CH:8]=1, predict the reactants needed to synthesize it. The reactants are: [O:1]1[CH:5]=[CH:4][C:3]([N:6]2[CH:11]=[CH:10][C:9]([CH2:12][NH:13]C(=O)OC(C)(C)C)=[CH:8][C:7]2=[O:21])=[CH:2]1.Cl. (9) Given the product [CH:11]([C:10]1[C:2]([C:23]([N:22]([CH3:26])[CH3:21])=[O:24])=[CH:3][C:4]2[O:8][CH2:7][O:6][C:5]=2[CH:9]=1)=[O:15], predict the reactants needed to synthesize it. The reactants are: Br[C:2]1[C:10]([CH:11]2[O:15]CCO2)=[CH:9][C:5]2[O:6][CH2:7][O:8][C:4]=2[CH:3]=1.C([Li])CCC.[CH3:21][N:22]([CH3:26])[C:23](Cl)=[O:24].Cl. (10) Given the product [F:32][C:31]([F:34])([F:33])[C:35]([OH:37])=[O:36].[Cl:25][C:15]1[C:14]2[C:19](=[CH:20][C:11]([C:9]([NH:8][CH:7]([C:6]([OH:30])=[O:5])[CH2:26][CH:27]([CH3:29])[CH3:28])=[O:10])=[CH:12][CH:13]=2)[C:18]([NH:21][C:22]([NH2:24])=[NH:23])=[N:17][CH:16]=1, predict the reactants needed to synthesize it. The reactants are: C([O:5][C:6](=[O:30])[CH:7]([CH2:26][CH:27]([CH3:29])[CH3:28])[NH:8][C:9]([C:11]1[CH:20]=[C:19]2[C:14]([C:15]([Cl:25])=[CH:16][N:17]=[C:18]2[NH:21][C:22]([NH2:24])=[NH:23])=[CH:13][CH:12]=1)=[O:10])(C)(C)C.[C:31]([C:35]([OH:37])=[O:36])([F:34])([F:33])[F:32].